From a dataset of Reaction yield outcomes from USPTO patents with 853,638 reactions. Predict the reaction yield, written as a fraction of the theoretical maximum amount of product (1.0 means a 100% yield; for example, 0.34 means a 34% yield). (1) The reactants are [C:1]([NH:8][C@@H:9]([CH2:12][CH:13]1[CH2:18][CH2:17][CH2:16][CH2:15][CH2:14]1)[CH2:10][OH:11])([O:3][C:4]([CH3:7])([CH3:6])[CH3:5])=[O:2].C(N(CC)CC)C.[CH3:26][S:27](Cl)(=[O:29])=[O:28]. The catalyst is C(Cl)Cl. The product is [CH3:26][S:27]([O:11][CH2:10][C@@H:9]([NH:8][C:1]([O:3][C:4]([CH3:7])([CH3:6])[CH3:5])=[O:2])[CH2:12][CH:13]1[CH2:14][CH2:15][CH2:16][CH2:17][CH2:18]1)(=[O:29])=[O:28]. The yield is 0.900. (2) The reactants are [Cl:1][C:2]1[CH:7]=[CH:6][C:5]([C:8]([C:10]2[N:14]3[N:15]=[C:16]([Cl:26])[CH:17]=[C:18]([CH2:19][N:20]4[CH2:25][CH2:24][O:23][CH2:22][CH2:21]4)[C:13]3=[N:12][C:11]=2[CH3:27])=[O:9])=[C:4]([F:28])[CH:3]=1.[BH4-].[Na+]. The catalyst is CO. The product is [Cl:1][C:2]1[CH:7]=[CH:6][C:5]([CH:8]([C:10]2[N:14]3[N:15]=[C:16]([Cl:26])[CH:17]=[C:18]([CH2:19][N:20]4[CH2:21][CH2:22][O:23][CH2:24][CH2:25]4)[C:13]3=[N:12][C:11]=2[CH3:27])[OH:9])=[C:4]([F:28])[CH:3]=1. The yield is 0.930. (3) The reactants are Br[C:2]1[CH:3]=[N:4][N:5]2[CH:10]=[CH:9][C:8]([NH:11][CH2:12][C@@H:13]3[CH2:17][CH2:16][CH2:15][N:14]3[C:18]([O:20][C:21]([CH3:24])([CH3:23])[CH3:22])=[O:19])=[N:7][C:6]=12.[NH2:25][CH2:26][C:27]1[CH:32]=[CH:31][C:30](B(O)O)=[CH:29][CH:28]=1. No catalyst specified. The product is [NH2:25][CH2:26][C:27]1[CH:32]=[CH:31][C:30]([C:2]2[CH:3]=[N:4][N:5]3[CH:10]=[CH:9][C:8]([NH:11][CH2:12][C@@H:13]4[CH2:17][CH2:16][CH2:15][N:14]4[C:18]([O:20][C:21]([CH3:24])([CH3:23])[CH3:22])=[O:19])=[N:7][C:6]=23)=[CH:29][CH:28]=1. The yield is 0.730. (4) The reactants are [CH3:1][N:2]1[C:7](=[O:8])[CH:6]=[CH:5][C:4]([C:9]([OH:11])=[O:10])=[CH:3]1.[C:12](Cl)(=O)C(Cl)=O. The catalyst is ClCCl. The product is [CH3:12][O:10][C:9]([C:4]1[CH:5]=[CH:6][C:7](=[O:8])[N:2]([CH3:1])[CH:3]=1)=[O:11]. The yield is 0.260. (5) The reactants are [CH2:1]([N:3]([CH2:6][CH3:7])[CH2:4][CH3:5])[CH3:2].[Cl:8][CH2:9][CH2:10][CH2:11][CH2:12][CH2:13][CH2:14][CH2:15][CH3:16]. The catalyst is C(#N)C. The product is [Cl-:8].[CH2:1]([N+:3]([CH2:6][CH3:7])([CH2:4][CH3:5])[CH2:9][CH2:10][CH2:11][CH2:12][CH2:13][CH2:14][CH2:15][CH3:16])[CH3:2]. The yield is 0.240. (6) The reactants are Cl[C:2]1[N:7]2[N:8]=[C:9]([C:11]3[CH:16]=[CH:15][CH:14]=[CH:13][CH:12]=3)[CH:10]=[C:6]2[N:5]=[C:4]([CH3:17])[C:3]=1[F:18]. The catalyst is CC(O)=O.[Zn]. The product is [F:18][C:3]1[C:4]([CH3:17])=[N:5][C:6]2[N:7]([N:8]=[C:9]([C:11]3[CH:16]=[CH:15][CH:14]=[CH:13][CH:12]=3)[CH:10]=2)[CH:2]=1. The yield is 0.900. (7) The reactants are [Cl:1][CH2:2][CH2:3][CH2:4][CH2:5][N:6]1[CH:11]=[CH:10][CH:9]=[C:8]([C:12]2[CH:13]=[N:14][C:15]([CH3:18])=[CH:16][CH:17]=2)[C:7]1=[O:19].[F:20][C:21]([F:35])([F:34])[C:22]1[CH:27]=[CH:26][C:25]([C@:28]23[CH2:33][C@H:32]2[CH2:31][NH:30][CH2:29]3)=[CH:24][CH:23]=1. The catalyst is CN(C=O)C. The product is [ClH:1].[ClH:1].[CH3:18][C:15]1[N:14]=[CH:13][C:12]([C:8]2[C:7](=[O:19])[N:6]([CH2:5][CH2:4][CH2:3][CH2:2][N:30]3[CH2:31][C@H:32]4[C@:28]([C:25]5[CH:24]=[CH:23][C:22]([C:21]([F:20])([F:35])[F:34])=[CH:27][CH:26]=5)([CH2:33]4)[CH2:29]3)[CH:11]=[CH:10][CH:9]=2)=[CH:17][CH:16]=1. The yield is 0.200.